From a dataset of CYP1A2 inhibition data for predicting drug metabolism from PubChem BioAssay. Regression/Classification. Given a drug SMILES string, predict its absorption, distribution, metabolism, or excretion properties. Task type varies by dataset: regression for continuous measurements (e.g., permeability, clearance, half-life) or binary classification for categorical outcomes (e.g., BBB penetration, CYP inhibition). Dataset: cyp1a2_veith. (1) The drug is CN(C)CCCc1c[nH]c2ccccc12. The result is 0 (non-inhibitor). (2) The compound is CCCC(=O)NNC(=O)CCC(=O)NCc1ccccc1. The result is 0 (non-inhibitor). (3) The molecule is CC1(C)Oc2ccc(NC(=O)c3ccco3)cc2O1. The result is 1 (inhibitor). (4) The compound is CCOc1ccc(C2C(C(=O)O)c3ccccc3C(=O)N2CCN2CCOCC2)cc1. The result is 0 (non-inhibitor). (5) The compound is CCCS(=O)(=O)N1CCCC(C(=O)NCCCN(Cc2ccccc2)C(C)C)C1. The result is 0 (non-inhibitor). (6) The compound is CO[C@H]1COC(=O)[C@@H](CCSC)NC(=O)C/C=C\[C@@H](C)COC(=O)[C@@H](OCc2ccccc2)/C=C\[C@@H]1C. The result is 0 (non-inhibitor). (7) The molecule is OCCNc1ncnc2nc[nH]c12. The result is 0 (non-inhibitor).